From a dataset of Experimentally validated miRNA-target interactions with 360,000+ pairs, plus equal number of negative samples. Binary Classification. Given a miRNA mature sequence and a target amino acid sequence, predict their likelihood of interaction. (1) The miRNA is hsa-miR-509-3-5p with sequence UACUGCAGACGUGGCAAUCAUG. The protein sequence of the target gene is MSSAPRRPAKGADSFCTPEPESLGPGTPGFPEQEEDELHRTLGVERFEEILQEAGSRGGEEPGRSYGEEDFEYHRQSSHHIHHPLSTHLPPDARRRKTPQGPGRKPRRRPGASPTGETPTIEEGEEDEDEASEAEGARALTQPSPVSTPSSVQFFLQEDDSADRKAERTSPSSPAPLPHQEATPRASKGAQAGTQVEEAEAEAVAVASGTAGGDDGGASGRPLPKAQPGHRSYNLQERRRIGSMTGAEQALLPRVPTDEIEAQTLATADLDLMKSHRFEDVPGVRRHLVRKNAKGSTQSG.... Result: 1 (interaction). (2) The miRNA is hsa-miR-4670-3p with sequence UGAAGUUACAUCAUGGUCGCUU. The protein sequence of the target gene is MRIVILDELLSREMDGSNDGSSARVNSLKHVIKRNKMDMADDAPSSLDLMRRIFQAEISREIHQIMERHTRTTLLPAIENLRKNGHVVDESVLNGLYCNILEAAKKPYQKDPEPMPPICTNGNGFLDINSQEHENNLKRGYESDSSDVSGVSHCSDAKRRRGRPRKDEEAYRLEMTPPTMNEVIRWNPDRIDVNTRFITATKIAQVMGMPPSILFNKYPRMFRYSCDEDDKNILHEQNLLIRAPGRCYLLVAEDARQLVPSTYFQDVLNVSFLISEPLLSKIRQKAASTYEKYKVFLPTQ.... Result: 0 (no interaction). (3) The miRNA is hsa-miR-1265 with sequence CAGGAUGUGGUCAAGUGUUGUU. The protein sequence of the target gene is MASIWVGHRGTVRDYPDFSPSVDAEAIQKAIRGIGTDEKMLISILTERSNAQRQLIVKEYQAAYGKELKDDLKGDLSGHFEHLMVALVTPPAVFDAKQLKKSMKGAGTNEDALIEILTTRTSRQMKDISQAYYTVYKKSLGDDISSETSGDFRKALLTLADGRRDESLKVDEHLAKQDAQILYKAGENRWGTDEDKFTEILCLRSFPQLKLTFDEYRNISQKDIVDSIKGELSGHFEDLLLAIVNCVRNTPAFLAERLHRALKGIGTDEFTLNRIMVSRSEIDLLDIRTEFKKHYGYSLY.... Result: 0 (no interaction). (4) The miRNA is hsa-miR-519b-3p with sequence AAAGUGCAUCCUUUUAGAGGUU. The protein sequence of the target gene is MFSWMGRQAGGRERAGGADAVQTVTGGLRSLYLRKVLPLEEAYRFHEFHSPALEDADFENKPMILLVGQYSTGKTTFIRYLLEQDFPGMRIGPEPTTDSFIAVMYGETEGSTPGNALVVDPKKPFRKLSRFGNAFLNRFMCSQLPNQVLKSISVIDSPGILSGEKQRISRGYDFCQVLQWFAERVDRIILLFDAHKLDISDEFSEAIKAFRGQDDKIRVVLNKADQVDTQQLMRVYGALMWSLGKVINTPEVLRVYIGSFWAQPLQNTDNRRLFEAEAQDLFRDIQSLPQKAAVRKLNDL.... Result: 0 (no interaction). (5) The miRNA is mmu-miR-3076-5p with sequence CACAGGGGAAGCUCAGUGCCAGCC. The protein sequence of the target gene is MGTTKVTPSLVFAVTVATIGSFQFGYNTGVINAPETILKDFLNYTLEERLEDLPSEGLLTALWSLCVAIFSVGGMIGSFSVGLFVNRFGRRNSMLLVNLLAIIAGCLMGFAKIAESVEMLILGRLLIGIFCGLCTGFVPMYIGEVSPTALRGAFGTLNQLGIVVGILVAQIFGLDFILGSEELWPGLLGLTIIPAILQSAALPFCPESPRFLLINKKEEDQATEILQRLWGTSDVVQEIQEMKDESVRMSQEKQVTVLELFRSPNYVQPLLISIVLQLSQQLSGINAVFYYSTGIFKDAG.... Result: 0 (no interaction). (6) The miRNA is hsa-miR-497-3p with sequence CAAACCACACUGUGGUGUUAGA. The protein sequence of the target gene is MDPFLVLLHSVSSSLSSSELTELKFLCLGRVGKRKLERVQSGLDLFSMLLEQNDLEPGHTELLRELLASLRRHDLLRRVDDFEAGAAAGAAPGEEDLCAAFNVICDNVGKDWRRLARQLKVSDTKIDSIEDRYPRNLTERVRESLRIWKNTEKENATVAHLVGALRSCQMNLVADLVQEVQQARDLQNRSGAMSPMSWNSDASTSEAS. Result: 0 (no interaction).